Dataset: Forward reaction prediction with 1.9M reactions from USPTO patents (1976-2016). Task: Predict the product of the given reaction. The product is: [C:10]([O:9][C:7]([NH:14][N:15]=[C:4]([CH3:5])[CH2:3][O:2][CH3:1])=[O:8])([CH3:13])([CH3:12])[CH3:11]. Given the reactants [CH3:1][O:2][CH2:3][C:4](=O)[CH3:5].[C:7]([NH:14][NH2:15])([O:9][C:10]([CH3:13])([CH3:12])[CH3:11])=[O:8], predict the reaction product.